Dataset: TCR-epitope binding with 47,182 pairs between 192 epitopes and 23,139 TCRs. Task: Binary Classification. Given a T-cell receptor sequence (or CDR3 region) and an epitope sequence, predict whether binding occurs between them. (1) The epitope is KTSVDCTMYI. The TCR CDR3 sequence is CASSLGTSGSTDTQYF. Result: 1 (the TCR binds to the epitope). (2) The epitope is RISNCVADY. The TCR CDR3 sequence is CASSVRRGGLDGYTF. Result: 1 (the TCR binds to the epitope).